The task is: Predict the reactants needed to synthesize the given product.. This data is from Full USPTO retrosynthesis dataset with 1.9M reactions from patents (1976-2016). (1) Given the product [F:9][C:10]1[CH:15]=[CH:14][C:13]([N:16]2[C:3](=[O:2])[CH2:4][C:5]([CH3:6])=[N:17]2)=[CH:12][CH:11]=1, predict the reactants needed to synthesize it. The reactants are: C[O:2][C:3](=O)[CH2:4][C:5](=O)[CH3:6].[F:9][C:10]1[CH:15]=[CH:14][C:13]([NH:16][NH2:17])=[CH:12][CH:11]=1. (2) Given the product [CH3:18][O:19][C:20](=[O:27])[C@H:21]([CH2:23][CH2:24][S:25][CH3:26])[NH:22][C:7](=[O:9])[C:6]1[CH:10]=[CH:11][C:3]([CH2:2][OH:1])=[CH:4][C:5]=1[C:12]1[CH:17]=[CH:16][CH:15]=[CH:14][CH:13]=1, predict the reactants needed to synthesize it. The reactants are: [OH:1][CH2:2][C:3]1[CH:11]=[CH:10][C:6]([C:7]([OH:9])=O)=[C:5]([C:12]2[CH:17]=[CH:16][CH:15]=[CH:14][CH:13]=2)[CH:4]=1.[CH3:18][O:19][C:20](=[O:27])[C@H:21]([CH2:23][CH2:24][S:25][CH3:26])[NH2:22]. (3) Given the product [ClH:39].[NH2:1][C:2]1[N:7]=[C:6]([CH2:8][C:9]([N:11]2[C:19]3[C:14](=[CH:15][C:16]([NH:20][C:21]([C:23]4[C:24]([C:29]5[CH:30]=[CH:31][C:32]([C:35]([F:37])([F:38])[F:36])=[CH:33][CH:34]=5)=[CH:25][CH:26]=[CH:27][CH:28]=4)=[O:22])=[CH:17][CH:18]=3)[CH2:13][CH2:12]2)=[O:10])[CH:5]=[CH:4][CH:3]=1, predict the reactants needed to synthesize it. The reactants are: [NH2:1][C:2]1[N:7]=[C:6]([CH2:8][C:9]([N:11]2[C:19]3[C:14](=[CH:15][C:16]([NH:20][C:21]([C:23]4[C:24]([C:29]5[CH:34]=[CH:33][C:32]([C:35]([F:38])([F:37])[F:36])=[CH:31][CH:30]=5)=[CH:25][CH:26]=[CH:27][CH:28]=4)=[O:22])=[CH:17][CH:18]=3)[CH2:13][CH2:12]2)=[O:10])[CH:5]=[CH:4][CH:3]=1.[ClH:39].C(OC(C)C)(C)C. (4) Given the product [CH2:18]([C@H:23]1[CH2:28][CH2:27][C@H:26]([C@H:29]2[CH2:34][CH2:33][C@H:32]([CH:35]=[CH:6][C:7]([O:9][CH2:10][CH3:11])=[O:8])[CH2:31][CH2:30]2)[CH2:25][CH2:24]1)[CH2:19][CH2:20][CH2:21][CH3:22], predict the reactants needed to synthesize it. The reactants are: C(P([CH2:6][C:7]([O:9][CH2:10][CH3:11])=[O:8])CC)C.CC(C)([O-])C.[K+].[CH2:18]([C@H:23]1[CH2:28][CH2:27][C@H:26]([C@H:29]2[CH2:34][CH2:33][C@H:32]([CH:35]=O)[CH2:31][CH2:30]2)[CH2:25][CH2:24]1)[CH2:19][CH2:20][CH2:21][CH3:22].O. (5) The reactants are: [Cl:1][C:2]1[CH:7]=[C:6]([Cl:8])[CH:5]=[CH:4][C:3]=1[NH:9][C:10]([NH:12][CH3:13])=[O:11].[C:14](CC(O)=O)#[N:15].C(O[C:24](=[O:26])[CH3:25])(=O)C. Given the product [NH2:15][C:14]1[N:9]([C:3]2[CH:4]=[CH:5][C:6]([Cl:8])=[CH:7][C:2]=2[Cl:1])[C:10](=[O:11])[N:12]([CH3:13])[C:24](=[O:26])[CH:25]=1, predict the reactants needed to synthesize it. (6) Given the product [Br:9][C:10]1[CH:19]=[CH:18][C:17]2[C:12](=[CH:13][CH:14]=[C:15]([O:20][C@H:5]3[CH2:6][CH2:7][C@@H:2]([CH3:1])[CH2:3][CH2:4]3)[CH:16]=2)[CH:11]=1, predict the reactants needed to synthesize it. The reactants are: [CH3:1][C@H:2]1[CH2:7][CH2:6][C@H:5](O)[CH2:4][CH2:3]1.[Br:9][C:10]1[CH:11]=[C:12]2[C:17](=[CH:18][CH:19]=1)[CH:16]=[C:15]([OH:20])[CH:14]=[CH:13]2.C1C=CC(P(C2C=CC=CC=2)C2C=CC=CC=2)=CC=1.CC(OC(/N=N/C(OC(C)C)=O)=O)C.